This data is from Catalyst prediction with 721,799 reactions and 888 catalyst types from USPTO. The task is: Predict which catalyst facilitates the given reaction. (1) Reactant: [NH:1]1[C:5]2[CH:6]=[C:7]([C:9]([O:11]C)=[O:10])[S:8][C:4]=2[CH:3]=[N:2]1.O[Li].O.Cl. Product: [NH:1]1[C:5]2[CH:6]=[C:7]([C:9]([OH:11])=[O:10])[S:8][C:4]=2[CH:3]=[N:2]1. The catalyst class is: 24. (2) Reactant: [Br:1][C:2]1[C:11]([CH:12]([CH2:17][N:18]2[CH2:23][CH2:22][CH:21]([N:24]([CH2:32][C:33]3[N:38]=[CH:37][C:36]4[O:39][CH2:40][CH2:41][O:42][C:35]=4[CH:34]=3)[C:25]([O:27][C:28]([CH3:31])([CH3:30])[CH3:29])=[O:26])[CH2:20][CH2:19]2)[C:13](OC)=[O:14])=[C:10]2[C:5]([CH:6]=[CH:7][C:8]([O:43][CH3:44])=[N:9]2)=[CH:4][CH:3]=1.[H-].[Al+3].[Li+].[H-].[H-].[H-]. Product: [Br:1][C:2]1[C:11]([CH:12]([CH2:13][OH:14])[CH2:17][N:18]2[CH2:23][CH2:22][CH:21]([N:24]([CH2:32][C:33]3[N:38]=[CH:37][C:36]4[O:39][CH2:40][CH2:41][O:42][C:35]=4[CH:34]=3)[C:25](=[O:26])[O:27][C:28]([CH3:31])([CH3:30])[CH3:29])[CH2:20][CH2:19]2)=[C:10]2[C:5]([CH:6]=[CH:7][C:8]([O:43][CH3:44])=[N:9]2)=[CH:4][CH:3]=1. The catalyst class is: 7. (3) Reactant: [C:1]1([C:7]2[CH2:12][CH2:11][CH2:10][NH:9][N:8]=2)[CH:6]=[CH:5][CH:4]=[CH:3][CH:2]=1.Cl.[C:14](Cl)(=[O:21])[C:15]1[CH:20]=[CH:19][CH:18]=[N:17][CH:16]=1.C(N(CC)CC)C. Product: [C:14]([N:9]1[CH2:10][CH2:11][CH2:12][C:7]([C:1]2[CH:2]=[CH:3][CH:4]=[CH:5][CH:6]=2)=[N:8]1)(=[O:21])[C:15]1[CH:20]=[CH:19][CH:18]=[N:17][CH:16]=1. The catalyst class is: 22. (4) Reactant: Br[C:2]1[CH:7]=[CH:6][C:5]([C:8]2([C:12]([N:14]3[CH2:18][CH2:17][C@@:16]4([C:22]5[CH:23]=[CH:24][CH:25]=[CH:26][C:21]=5[C:20](=[O:27])[O:19]4)[CH2:15]3)=[O:13])[CH2:11][CH2:10][CH2:9]2)=[CH:4][CH:3]=1.[O:28]1[CH2:32][CH2:31][NH:30][C:29]1=[O:33].C1(C)C=CC=CC=1.C(P(C(C)(C)C)C(C)(C)C)(C)(C)C.C(=O)([O-])[O-].[Cs+].[Cs+]. Product: [O:33]=[C:29]1[N:30]([C:2]2[CH:7]=[CH:6][C:5]([C:8]3([C:12]([N:14]4[CH2:18][CH2:17][C@@:16]5([C:22]6[CH:23]=[CH:24][CH:25]=[CH:26][C:21]=6[C:20](=[O:27])[O:19]5)[CH2:15]4)=[O:13])[CH2:11][CH2:10][CH2:9]3)=[CH:4][CH:3]=2)[CH2:31][CH2:32][O:28]1. The catalyst class is: 110. (5) Reactant: C([O:8][C:9]1[CH:18]=[C:17]2[C:12]([C:13]([C:24]3[CH:28]=[CH:27][S:26][CH:25]=3)=[CH:14][C:15]([C:19]([O:21][CH2:22][CH3:23])=[O:20])=[CH:16]2)=[CH:11][CH:10]=1)C1C=CC=CC=1.B(Br)(Br)Br. Product: [OH:8][C:9]1[CH:18]=[C:17]2[C:12]([C:13]([C:24]3[CH:28]=[CH:27][S:26][CH:25]=3)=[CH:14][C:15]([C:19]([O:21][CH2:22][CH3:23])=[O:20])=[CH:16]2)=[CH:11][CH:10]=1. The catalyst class is: 2. (6) Reactant: [N+:1]([C:4]1[CH:5]=[C:6]2[C:10](=[CH:11][CH:12]=1)[NH:9][CH:8]=[CH:7]2)([O-])=O.O1CCCC1.C([O-])=O.[NH4+]. Product: [NH:9]1[C:10]2[C:6](=[CH:5][C:4]([NH2:1])=[CH:12][CH:11]=2)[CH:7]=[CH:8]1. The catalyst class is: 19. (7) Reactant: [ClH:1].[NH:2]1[CH2:8][CH2:7][CH2:6][C:5](=[O:9])[CH2:4][CH2:3]1.[Cl:10][C:11]1[CH:18]=[CH:17][C:14]([CH:15]=O)=[CH:13][CH:12]=1.OS(O)(=O)=O.O. Product: [Cl:10][C:11]1[CH:18]=[CH:17][C:14](/[CH:15]=[C:4]2\[CH2:3][NH:2][CH2:8][CH2:7]/[C:6](=[CH:15]\[C:14]3[CH:17]=[CH:18][C:11]([Cl:1])=[CH:12][CH:13]=3)/[C:5]\2=[O:9])=[CH:13][CH:12]=1. The catalyst class is: 15. (8) Reactant: [Cl:1][C:2]1[CH:7]=[CH:6][C:5]([CH2:8][C:9]([OH:11])=O)=[CH:4][CH:3]=1.[CH:12]([N:15]1[C:19]2[N:20]=[CH:21][N:22]=[CH:23][C:18]=2[C:17]([C:24]([C:26]2[CH:27]=[N:28][CH:29]=[C:30]([NH:32][CH3:33])[CH:31]=2)=[O:25])=[CH:16]1)([CH3:14])[CH3:13].F[P-](F)(F)(F)(F)F.CN(C(=[N+](C)C)ON1C2=NC=CC=C2N=N1)C. Product: [Cl:1][C:2]1[CH:3]=[CH:4][C:5]([CH2:8][C:9]([N:32]([C:30]2[CH:29]=[N:28][CH:27]=[C:26]([C:24]([C:17]3[C:18]4[CH:23]=[N:22][CH:21]=[N:20][C:19]=4[N:15]([CH:12]([CH3:14])[CH3:13])[CH:16]=3)=[O:25])[CH:31]=2)[CH3:33])=[O:11])=[CH:6][CH:7]=1. The catalyst class is: 17. (9) Reactant: [F:1][C:2]1[CH:3]=[C:4]([C@H:8]([N:12]2[C:20]3[C:15](=[CH:16][CH:17]=[CH:18][CH:19]=3)[C:14]3([CH2:25][CH2:24][CH2:23][CH2:22][CH2:21]3)[C:13]2=[O:26])[CH2:9][CH2:10]O)[CH:5]=[CH:6][CH:7]=1.C1(C)C(S(Cl)(=O)=O)=CC=CC=1.[N:38]1C=CC=C[CH:39]=1. Product: [F:1][C:2]1[CH:3]=[C:4]([C@H:8]([N:12]2[C:20]3[C:15](=[CH:16][CH:17]=[CH:18][CH:19]=3)[C:14]3([CH2:25][CH2:24][CH2:23][CH2:22][CH2:21]3)[C:13]2=[O:26])[CH2:9][CH2:10][NH:38][CH3:39])[CH:5]=[CH:6][CH:7]=1. The catalyst class is: 13.